Dataset: Forward reaction prediction with 1.9M reactions from USPTO patents (1976-2016). Task: Predict the product of the given reaction. (1) Given the reactants Br[C:2]1[CH:7]=[CH:6][CH:5]=[CH:4][C:3]=1[C:8]1[CH:13]=[CH:12][CH:11]=[CH:10][C:9]=1[Br:14].[C:15]1(B(O)O)[CH:20]=[CH:19][CH:18]=[CH:17][CH:16]=1.C(=O)([O-])[O-].[Na+].[Na+], predict the reaction product. The product is: [C:15]1([C:2]2[CH:7]=[CH:6][CH:5]=[CH:4][C:3]=2[C:8]2[CH:13]=[CH:12][CH:11]=[CH:10][C:9]=2[Br:14])[CH:20]=[CH:19][CH:18]=[CH:17][CH:16]=1. (2) Given the reactants [Si:1]([O:8][CH2:9][C:10]1([CH3:38])[S:16][CH2:15][CH2:14][N:13]2[C:17]([C:20]3([C:23]4[CH:28]=[CH:27][C:26](B5OC(C)(C)C(C)(C)O5)=[CH:25][CH:24]=4)[CH2:22][CH2:21]3)=[N:18][N:19]=[C:12]2[CH2:11]1)([C:4]([CH3:7])([CH3:6])[CH3:5])([CH3:3])[CH3:2].Br[C:40]1[CH:41]=[CH:42][C:43]([C:46]#[N:47])=[N:44][CH:45]=1.C(=O)([O-])[O-].[K+].[K+].C(=O)([O-])O.[Na+], predict the reaction product. The product is: [Si:1]([O:8][CH2:9][C:10]1([CH3:38])[S:16][CH2:15][CH2:14][N:13]2[C:17]([C:20]3([C:23]4[CH:24]=[CH:25][C:26]([C:40]5[CH:41]=[CH:42][C:43]([C:46]#[N:47])=[N:44][CH:45]=5)=[CH:27][CH:28]=4)[CH2:22][CH2:21]3)=[N:18][N:19]=[C:12]2[CH2:11]1)([C:4]([CH3:7])([CH3:5])[CH3:6])([CH3:2])[CH3:3]. (3) Given the reactants Cl[Ti:2](Cl)(Cl)Cl.[C:6]1([C:8](=[CH:10][CH:11]=[CH:12][CH:13]=1)[OH:9])[OH:7], predict the reaction product. The product is: [C:6]1([C:8](=[CH:10][CH:11]=[CH:12][CH:13]=1)[O-:9])[O-:7].[Ti+4:2].[C:6]1([C:8](=[CH:10][CH:11]=[CH:12][CH:13]=1)[O-:9])[O-:7]. (4) Given the reactants [Cl:1][C:2]1[CH:11]=[CH:10][CH:9]=[C:8]2[C:3]=1[N:4]=[C:5]([C:21]([OH:23])=O)[C:6](=[O:20])[N:7]2[C:12]1[CH:17]=[CH:16][C:15]([O:18][CH3:19])=[CH:14][CH:13]=1.C(Cl)(=O)C(Cl)=O.[C:30]1(=[O:37])[CH2:35][CH2:34][CH2:33][C:32](=[O:36])[CH2:31]1.C(N(CC)CC)C.CC(C)(O)C#N, predict the reaction product. The product is: [Cl:1][C:2]1[CH:11]=[CH:10][CH:9]=[C:8]2[C:3]=1[N:4]=[C:5]([C:21]([C:31]1[C:32](=[O:36])[CH2:33][CH2:34][CH2:35][C:30]=1[OH:37])=[O:23])[C:6](=[O:20])[N:7]2[C:12]1[CH:13]=[CH:14][C:15]([O:18][CH3:19])=[CH:16][CH:17]=1. (5) Given the reactants [H-].[Na+].[C:3]([O:7][C:8]([NH:10][C@@H:11]([CH2:15][OH:16])[C:12]([OH:14])=[O:13])=[O:9])([CH3:6])([CH3:5])[CH3:4].F[C:18]1[C:27]([N+:28]([O-:30])=[O:29])=[CH:26][CH:25]=[CH:24][C:19]=1[C:20]([O:22][CH3:23])=[O:21], predict the reaction product. The product is: [CH3:23][O:22][C:20](=[O:21])[C:19]1[CH:24]=[CH:25][CH:26]=[C:27]([N+:28]([O-:30])=[O:29])[C:18]=1[O:16][CH2:15][C@H:11]([NH:10][C:8]([O:7][C:3]([CH3:6])([CH3:5])[CH3:4])=[O:9])[C:12]([OH:14])=[O:13]. (6) The product is: [C:1]([O:4][CH2:5][CH2:6][CH2:7][O:8][C:9]1[CH:10]=[C:11]2[C:16](=[CH:17][C:18]=1[O:19][CH3:20])[C:15]([C:21](=[O:33])[C:22]1[CH:27]=[CH:26][CH:25]=[C:24]([O:28][CH3:29])[CH:23]=1)=[N:14][CH:13]=[C:12]2[CH:30]=[O:31])(=[O:3])[CH3:2]. Given the reactants [C:1]([O:4][CH2:5][CH2:6][CH2:7][O:8][C:9]1[CH:10]=[C:11]2[C:16](=[CH:17][C:18]=1[O:19][CH3:20])[C:15]([CH2:21][C:22]1[CH:27]=[CH:26][CH:25]=[C:24]([O:28][CH3:29])[CH:23]=1)=[N:14][CH:13]=[C:12]2[CH:30]=[O:31])(=[O:3])[CH3:2].[Se](=O)=[O:33].C(OCC)(=O)C.CCCCCC, predict the reaction product.